From a dataset of Aqueous solubility values for 9,982 compounds from the AqSolDB database. Regression/Classification. Given a drug SMILES string, predict its absorption, distribution, metabolism, or excretion properties. Task type varies by dataset: regression for continuous measurements (e.g., permeability, clearance, half-life) or binary classification for categorical outcomes (e.g., BBB penetration, CYP inhibition). For this dataset (solubility_aqsoldb), we predict Y. The molecule is Cc1cc(Oc2cc(C)cc(S(=O)(=O)[O-])c2)cc(S(=O)(=O)[O-])c1.[Na+].[Na+]. The Y is -0.221 log mol/L.